This data is from Reaction yield outcomes from USPTO patents with 853,638 reactions. The task is: Predict the reaction yield, written as a fraction of the theoretical maximum amount of product (1.0 means a 100% yield; for example, 0.34 means a 34% yield). (1) The reactants are [Br:1][C:2]1[CH:10]=[CH:9][CH:8]=[C:7]2[C:3]=1[C:4]1([C:15]3=[CH:16][C:17]4[CH2:21][CH2:20][O:19][C:18]=4[CH:22]=[C:14]3[O:13][CH2:12]1)[C:5](=[O:11])[NH:6]2.C(=O)([O-])[O-].[Cs+].[Cs+].Br[CH2:30][C:31]1[O:32][C:33]([C:36]([F:39])([F:38])[F:37])=[CH:34][CH:35]=1. The catalyst is CC(=O)CC. The product is [Br:1][C:2]1[CH:10]=[CH:9][CH:8]=[C:7]2[C:3]=1[C:4]1([C:15]3=[CH:16][C:17]4[CH2:21][CH2:20][O:19][C:18]=4[CH:22]=[C:14]3[O:13][CH2:12]1)[C:5](=[O:11])[N:6]2[CH2:30][C:31]1[O:32][C:33]([C:36]([F:39])([F:38])[F:37])=[CH:34][CH:35]=1. The yield is 0.900. (2) The reactants are [CH3:1][O:2][C:3](=[O:24])[C:4]1[CH:9]=[CH:8][C:7]([C:10]#[N:11])=[N:6][C:5]=1[NH:12][C:13]1[CH:18]=[CH:17][C:16]([Si:19]([CH3:22])([CH3:21])[CH3:20])=[CH:15][C:14]=1[F:23].[BH4-].[Na+]. The catalyst is CO.[Co](Cl)Cl. The product is [CH3:1][O:2][C:3](=[O:24])[C:4]1[CH:9]=[CH:8][C:7]([CH2:10][NH2:11])=[N:6][C:5]=1[NH:12][C:13]1[CH:18]=[CH:17][C:16]([Si:19]([CH3:21])([CH3:20])[CH3:22])=[CH:15][C:14]=1[F:23]. The yield is 1.00. (3) The reactants are [C:1]([O:5][C:6]([N:8](C1CCCCC1)CC(O)=O)=[O:7])([CH3:4])([CH3:3])[CH3:2].B.[CH2:20]1[CH2:24][O:23][CH2:22][CH2:21]1. No catalyst specified. The product is [CH:20]1([CH:21]([NH:8][C:6](=[O:7])[O:5][C:1]([CH3:2])([CH3:4])[CH3:3])[CH2:22][OH:23])[CH2:24][CH2:22][CH2:21][CH2:20][CH2:24]1. The yield is 0.667.